Dataset: Full USPTO retrosynthesis dataset with 1.9M reactions from patents (1976-2016). Task: Predict the reactants needed to synthesize the given product. (1) Given the product [CH3:1][C:2]1([C:15]([OH:17])=[O:16])[CH:6]=[CH:5][N:4]([C:7]2[CH:12]=[CH:11][C:10]([O:13][CH3:14])=[CH:9][CH:8]=2)[NH:3]1, predict the reactants needed to synthesize it. The reactants are: [CH3:1][C:2]1([C:15]([O:17]CC)=[O:16])[CH:6]=[CH:5][N:4]([C:7]2[CH:12]=[CH:11][C:10]([O:13][CH3:14])=[CH:9][CH:8]=2)[NH:3]1.[OH-].[K+]. (2) The reactants are: [Cl:1][C:2]1[CH:3]=[C:4]([CH:9]=[CH:10][C:11]=1[N:12]1[C:17]([CH3:18])=[CH:16][C:15]([O:19][CH2:20][C:21]2[CH:26]=[CH:25][C:24]([F:27])=[CH:23][C:22]=2[F:28])=[CH:14][C:13]1=[O:29])[C:5]([O:7][CH3:8])=[O:6].[Br:30]N1C(=O)CCC1=O. Given the product [Br:30][C:14]1[C:13](=[O:29])[N:12]([C:11]2[CH:10]=[CH:9][C:4]([C:5]([O:7][CH3:8])=[O:6])=[CH:3][C:2]=2[Cl:1])[C:17]([CH3:18])=[CH:16][C:15]=1[O:19][CH2:20][C:21]1[CH:26]=[CH:25][C:24]([F:27])=[CH:23][C:22]=1[F:28], predict the reactants needed to synthesize it. (3) Given the product [Cl:1][C:2]1[CH:7]=[CH:6][C:5]([CH:8]([N:13]2[CH2:14][CH2:15][N:16]([C:20]3[C:21]4[CH2:29][CH2:28][CH2:27][NH:26][C:22]=4[N:23]=[CH:24][N:25]=3)[CH2:17][CH2:18]2)[CH2:9][N:10]([CH3:11])[CH3:12])=[CH:4][CH:3]=1, predict the reactants needed to synthesize it. The reactants are: [Cl:1][C:2]1[CH:7]=[CH:6][C:5]([CH:8]([N:13]2[CH2:18][CH2:17][NH:16][CH2:15][CH2:14]2)[CH2:9][N:10]([CH3:12])[CH3:11])=[CH:4][CH:3]=1.Cl[C:20]1[C:21]2[CH2:29][CH2:28][CH2:27][NH:26][C:22]=2[N:23]=[CH:24][N:25]=1.C(=O)([O-])[O-].[K+].[K+].C(OCC)C.CCCCCC. (4) Given the product [CH3:30][C:29]1([CH3:31])[C:28]([NH:1][C@@H:2]([CH2:8][C:9]2[CH:10]=[C:11]([O:23][CH3:24])[C:12]([C:17]3[CH:18]=[CH:19][CH:20]=[CH:21][CH:22]=3)=[C:13]([O:15][CH3:16])[CH:14]=2)[C:3]([O:5][CH2:6][CH3:7])=[O:4])=[CH:27][C:26]1=[O:25], predict the reactants needed to synthesize it. The reactants are: [NH2:1][C@@H:2]([CH2:8][C:9]1[CH:14]=[C:13]([O:15][CH3:16])[C:12]([C:17]2[CH:22]=[CH:21][CH:20]=[CH:19][CH:18]=2)=[C:11]([O:23][CH3:24])[CH:10]=1)[C:3]([O:5][CH2:6][CH3:7])=[O:4].[OH:25][C:26]1[C:29]([CH3:31])([CH3:30])[C:28](=O)[CH:27]=1. (5) Given the product [CH:26]1([C:24]2[N:21]=[C:19]3[CH:18]=[N:17][C:16]4[N:12]([S:2]([C:5]5[CH:6]=[CH:7][C:8]([CH3:9])=[CH:10][CH:11]=5)(=[O:3])=[O:4])[CH:13]=[CH:14][C:15]=4[N:20]3[CH:23]=2)[CH2:31][CH2:30][CH2:29][CH2:28][CH2:27]1, predict the reactants needed to synthesize it. The reactants are: Cl.[S:2]([N:12]1[C:16]2=[N:17][CH:18]=[C:19]([NH2:21])[N:20]=[C:15]2[CH:14]=[CH:13]1)([C:5]1[CH:11]=[CH:10][C:8]([CH3:9])=[CH:7][CH:6]=1)(=[O:4])=[O:3].Br[CH2:23][C:24]([CH:26]1[CH2:31][CH2:30][CH2:29][CH2:28][CH2:27]1)=O.CCN(C(C)C)C(C)C. (6) Given the product [CH2:1]([O:3][C:4]([C:5]1[CH:10]=[C:9]2[C:8](=[CH:7][CH:6]=1)[NH:11][CH:12]([C:13]1[CH:18]=[CH:17][C:16]([F:19])=[C:15]([Cl:20])[CH:14]=1)[C:49]([CH3:51])([CH3:50])[CH:48]2[OH:52])=[O:21])[CH3:2], predict the reactants needed to synthesize it. The reactants are: [CH2:1]([O:3][C:4](=[O:21])[C:5]1[CH:10]=[CH:9][C:8]([N:11]=[CH:12][C:13]2[CH:18]=[CH:17][C:16]([F:19])=[C:15]([Cl:20])[CH:14]=2)=[CH:7][CH:6]=1)[CH3:2].O.[O-]S(C(F)(F)F)(=O)=O.[Yb+3].[O-]S(C(F)(F)F)(=O)=O.[O-]S(C(F)(F)F)(=O)=O.[CH:48](=[O:52])[CH:49]([CH3:51])[CH3:50].O. (7) Given the product [C:1]1([CH:7]2[CH2:12][O:11][CH2:10][CH2:9][N:8]2[C:13]([O:15][C:16]([CH3:19])([CH3:18])[CH3:17])=[O:14])[CH:2]=[CH:3][CH:4]=[CH:5][CH:6]=1, predict the reactants needed to synthesize it. The reactants are: [C:1]1([C:7]2[N:8]([C:13]([O:15][C:16]([CH3:19])([CH3:18])[CH3:17])=[O:14])[CH2:9][CH2:10][O:11][CH:12]=2)[CH:6]=[CH:5][CH:4]=[CH:3][CH:2]=1. (8) Given the product [CH3:1][O:2][C:3](=[O:12])[CH2:4][C:5]1[C:9]([CH3:10])=[N:8][N:7]([CH2:14][C:15]2[CH:22]=[CH:21][C:18]([CH2:19][OH:20])=[CH:17][CH:16]=2)[C:6]=1[CH3:11], predict the reactants needed to synthesize it. The reactants are: [CH3:1][O:2][C:3](=[O:12])[CH2:4][C:5]1[C:6]([CH3:11])=[N:7][NH:8][C:9]=1[CH3:10].Cl[CH2:14][C:15]1[CH:22]=[CH:21][C:18]([CH2:19][OH:20])=[CH:17][CH:16]=1.C([O-])([O-])=O.[K+].[K+]. (9) Given the product [C:1]([C:3]1[C:4]([N:22]2[CH2:27][CH2:26][CH:25]([C:28](=[O:29])[NH:39][S:36]([CH2:35][CH:31]3[CH2:34][CH2:33][CH2:32]3)(=[O:38])=[O:37])[CH2:24][CH2:23]2)=[N:5][C:6]([CH2:15][N:16]2[CH2:20][CH2:19][CH2:18][C:17]2=[O:21])=[C:7]([CH:8]=1)[C:9]([O:11][CH:12]([CH3:14])[CH3:13])=[O:10])#[N:2], predict the reactants needed to synthesize it. The reactants are: [C:1]([C:3]1[C:4]([N:22]2[CH2:27][CH2:26][CH:25]([C:28](O)=[O:29])[CH2:24][CH2:23]2)=[N:5][C:6]([CH2:15][N:16]2[CH2:20][CH2:19][CH2:18][C:17]2=[O:21])=[C:7]([C:9]([O:11][CH:12]([CH3:14])[CH3:13])=[O:10])[CH:8]=1)#[N:2].[CH:31]1([CH2:35][S:36]([NH2:39])(=[O:38])=[O:37])[CH2:34][CH2:33][CH2:32]1.